Dataset: Merck oncology drug combination screen with 23,052 pairs across 39 cell lines. Task: Regression. Given two drug SMILES strings and cell line genomic features, predict the synergy score measuring deviation from expected non-interaction effect. (1) Drug 1: O=P1(N(CCCl)CCCl)NCCCO1. Drug 2: C=CCn1c(=O)c2cnc(Nc3ccc(N4CCN(C)CC4)cc3)nc2n1-c1cccc(C(C)(C)O)n1. Cell line: SKMES1. Synergy scores: synergy=7.87. (2) Drug 1: CN(Cc1cnc2nc(N)nc(N)c2n1)c1ccc(C(=O)NC(CCC(=O)O)C(=O)O)cc1. Drug 2: Cc1nc(Nc2ncc(C(=O)Nc3c(C)cccc3Cl)s2)cc(N2CCN(CCO)CC2)n1. Cell line: COLO320DM. Synergy scores: synergy=1.52. (3) Drug 1: CC1(c2nc3c(C(N)=O)cccc3[nH]2)CCCN1. Drug 2: COC1CC2CCC(C)C(O)(O2)C(=O)C(=O)N2CCCCC2C(=O)OC(C(C)CC2CCC(OP(C)(C)=O)C(OC)C2)CC(=O)C(C)C=C(C)C(O)C(OC)C(=O)C(C)CC(C)C=CC=CC=C1C. Cell line: A2058. Synergy scores: synergy=24.8. (4) Drug 1: C#Cc1cccc(Nc2ncnc3cc(OCCOC)c(OCCOC)cc23)c1. Drug 2: NC1CCCCC1N.O=C(O)C(=O)O.[Pt+2]. Cell line: UACC62. Synergy scores: synergy=-17.2. (5) Drug 1: CCc1cnn2c(NCc3ccc[n+]([O-])c3)cc(N3CCCCC3CCO)nc12. Drug 2: Cn1cc(-c2cnn3c(N)c(Br)c(C4CCCNC4)nc23)cn1. Cell line: OV90. Synergy scores: synergy=-14.1. (6) Drug 1: O=c1[nH]cc(F)c(=O)[nH]1. Drug 2: O=C(CCCCCCC(=O)Nc1ccccc1)NO. Cell line: COLO320DM. Synergy scores: synergy=5.38. (7) Drug 1: CN1C(=O)C=CC2(C)C3CCC4(C)C(NC(=O)OCC(F)(F)F)CCC4C3CCC12. Drug 2: COC1CC2CCC(C)C(O)(O2)C(=O)C(=O)N2CCCCC2C(=O)OC(C(C)CC2CCC(OP(C)(C)=O)C(OC)C2)CC(=O)C(C)C=C(C)C(O)C(OC)C(=O)C(C)CC(C)C=CC=CC=C1C. Cell line: NCIH520. Synergy scores: synergy=-0.201.